Task: Predict the reactants needed to synthesize the given product.. Dataset: Full USPTO retrosynthesis dataset with 1.9M reactions from patents (1976-2016) (1) Given the product [CH3:7][C:8]1[C:16]2[C:11](=[CH:12][CH:13]=[CH:14][CH:15]=2)[NH:10][CH:9]=1.[CH3:7][C:8]1[C:16]2[C:11](=[CH:12][CH:13]=[CH:14][CH:15]=2)[N:10]([N:26]=[CH:27][CH2:28][CH3:29])[CH:9]=1, predict the reactants needed to synthesize it. The reactants are: CC([O-])(C)C.[K+].[CH3:7][C:8]1[C:16]2[C:11](=[CH:12][CH:13]=[CH:14][CH:15]=2)[NH:10][CH:9]=1.C(O)(=O)C.C(=O)CC.C[N:26]1C(=O)[CH2:29][CH2:28][CH2:27]1. (2) Given the product [CH3:22][C:23]1[CH:24]=[CH:25][C:26]([O:1][CH2:2][CH2:3][N:4]([CH2:17][C:18]([F:19])([F:20])[F:21])[C:5]2[CH:12]=[CH:11][C:8]([C:9]#[N:10])=[C:7]([C:13]([F:15])([F:16])[F:14])[CH:6]=2)=[N:27][CH:28]=1, predict the reactants needed to synthesize it. The reactants are: [OH:1][CH2:2][CH2:3][N:4]([CH2:17][C:18]([F:21])([F:20])[F:19])[C:5]1[CH:12]=[CH:11][C:8]([C:9]#[N:10])=[C:7]([C:13]([F:16])([F:15])[F:14])[CH:6]=1.[CH3:22][C:23]1[CH:24]=[CH:25][C:26](O)=[N:27][CH:28]=1. (3) The reactants are: C(N(CC)CC)C.[C:8](Cl)([C:21]1[CH:26]=[CH:25][CH:24]=[CH:23][CH:22]=1)([C:15]1[CH:20]=[CH:19][CH:18]=[CH:17][CH:16]=1)[C:9]1[CH:14]=[CH:13][CH:12]=[CH:11][CH:10]=1.[CH2:28]([NH:35][CH2:36][CH2:37][NH2:38])[C:29]1[CH:34]=[CH:33][CH:32]=[CH:31][CH:30]=1.O. Given the product [CH2:28]([NH:35][CH2:36][CH2:37][NH:38][C:8]([C:21]1[CH:26]=[CH:25][CH:24]=[CH:23][CH:22]=1)([C:15]1[CH:20]=[CH:19][CH:18]=[CH:17][CH:16]=1)[C:9]1[CH:14]=[CH:13][CH:12]=[CH:11][CH:10]=1)[C:29]1[CH:34]=[CH:33][CH:32]=[CH:31][CH:30]=1, predict the reactants needed to synthesize it.